From a dataset of Peptide-MHC class II binding affinity with 134,281 pairs from IEDB. Regression. Given a peptide amino acid sequence and an MHC pseudo amino acid sequence, predict their binding affinity value. This is MHC class II binding data. (1) The peptide sequence is KCPSTGEAHLAEENE. The MHC is DRB1_0404 with pseudo-sequence DRB1_0404. The binding affinity (normalized) is 0. (2) The binding affinity (normalized) is 0.817. The MHC is DRB1_0405 with pseudo-sequence DRB1_0405. The peptide sequence is ILVLILAHPSKRSQK. (3) The peptide sequence is PNITATYGDKWLDAK. The MHC is HLA-DPA10201-DPB10501 with pseudo-sequence HLA-DPA10201-DPB10501. The binding affinity (normalized) is 0.0331. (4) The peptide sequence is GAGAAPLSWSKEIYN. The MHC is HLA-DQA10501-DQB10301 with pseudo-sequence HLA-DQA10501-DQB10301. The binding affinity (normalized) is 0.764. (5) The peptide sequence is PTIIERNITEIVYLT. The MHC is DRB1_0405 with pseudo-sequence DRB1_0405. The binding affinity (normalized) is 0.297. (6) The peptide sequence is RVWEQIFSTWLLKPG. The MHC is DRB3_0101 with pseudo-sequence DRB3_0101. The binding affinity (normalized) is 0.249.